This data is from Catalyst prediction with 721,799 reactions and 888 catalyst types from USPTO. The task is: Predict which catalyst facilitates the given reaction. (1) Reactant: [CH3:1][C:2]([C:9]1[CH:14]=[CH:13][N:12]=[CH:11][CH:10]=1)=[CH:3][C:4]([O:6][CH2:7][CH3:8])=[O:5]. Product: [CH3:1][CH:2]([C:9]1[CH:10]=[CH:11][N:12]=[CH:13][CH:14]=1)[CH2:3][C:4]([O:6][CH2:7][CH3:8])=[O:5]. The catalyst class is: 29. (2) Reactant: [F:1][CH:2]([F:20])[O:3][C:4]1[C:9]2[O:10][C:11]3[CH:16]=[CH:15][N:14]=[CH:13][C:12]=3[C:8]=2[C:7]([C:17]([OH:19])=[O:18])=[CH:6][CH:5]=1.[CH:21]1[C:26]([N+:27]([O-:29])=[O:28])=[CH:25][CH:24]=[C:23](O)[CH:22]=1.CCN=C=NCCCN(C)C.Cl.CC1(C)C=CN=C(N)C1. Product: [F:20][CH:2]([F:1])[O:3][C:4]1[C:9]2[O:10][C:11]3[CH:16]=[CH:15][N:14]=[CH:13][C:12]=3[C:8]=2[C:7]([C:17]([O:19][C:23]2[CH:22]=[CH:21][C:26]([N+:27]([O-:29])=[O:28])=[CH:25][CH:24]=2)=[O:18])=[CH:6][CH:5]=1. The catalyst class is: 3. (3) Reactant: [OH:1][C:2]1[CH:10]=[C:9]2[C:5]([CH:6]=[CH:7][NH:8]2)=[CH:4][CH:3]=1.[Si:11](Cl)([C:14]([CH3:17])([CH3:16])[CH3:15])([CH3:13])[CH3:12].N1C=CN=C1.CN(C)C=O. Product: [O:1]([C:2]1[CH:10]=[C:9]2[C:5]([CH:6]=[CH:7][NH:8]2)=[CH:4][CH:3]=1)[Si:11]([C:14]([CH3:17])([CH3:16])[CH3:15])([CH3:13])[CH3:12]. The catalyst class is: 13. (4) Reactant: [NH2:1][C:2]1[C:7]([N+:8]([O-:10])=[O:9])=[CH:6][CH:5]=[CH:4][C:3]=1[OH:11].Br[CH2:13][CH2:14]Br.[OH-].[K+].O. Product: [N+:8]([C:7]1[C:2]2[NH:1][CH2:14][CH2:13][O:11][C:3]=2[CH:4]=[CH:5][CH:6]=1)([O-:10])=[O:9]. The catalyst class is: 9.